From a dataset of NCI-60 drug combinations with 297,098 pairs across 59 cell lines. Regression. Given two drug SMILES strings and cell line genomic features, predict the synergy score measuring deviation from expected non-interaction effect. (1) Drug 1: C1=CC=C(C=C1)NC(=O)CCCCCCC(=O)NO. Drug 2: C1CC(=O)NC(=O)C1N2C(=O)C3=CC=CC=C3C2=O. Cell line: MDA-MB-231. Synergy scores: CSS=10.9, Synergy_ZIP=-0.459, Synergy_Bliss=1.86, Synergy_Loewe=-9.64, Synergy_HSA=0.147. (2) Drug 1: C1=CC(=C2C(=C1NCCNCCO)C(=O)C3=C(C=CC(=C3C2=O)O)O)NCCNCCO. Drug 2: CN(C)N=NC1=C(NC=N1)C(=O)N. Cell line: OVCAR-5. Synergy scores: CSS=24.0, Synergy_ZIP=1.90, Synergy_Bliss=2.66, Synergy_Loewe=-20.9, Synergy_HSA=2.33. (3) Drug 1: CCC1(CC2CC(C3=C(CCN(C2)C1)C4=CC=CC=C4N3)(C5=C(C=C6C(=C5)C78CCN9C7C(C=CC9)(C(C(C8N6C=O)(C(=O)OC)O)OC(=O)C)CC)OC)C(=O)OC)O.OS(=O)(=O)O. Drug 2: CNC(=O)C1=NC=CC(=C1)OC2=CC=C(C=C2)NC(=O)NC3=CC(=C(C=C3)Cl)C(F)(F)F. Cell line: EKVX. Synergy scores: CSS=-0.798, Synergy_ZIP=-1.54, Synergy_Bliss=-4.48, Synergy_Loewe=-5.99, Synergy_HSA=-4.08. (4) Drug 2: C(CN)CNCCSP(=O)(O)O. Cell line: NCIH23. Drug 1: CC1=C2C(C(=O)C3(C(CC4C(C3C(C(C2(C)C)(CC1OC(=O)C(C(C5=CC=CC=C5)NC(=O)OC(C)(C)C)O)O)OC(=O)C6=CC=CC=C6)(CO4)OC(=O)C)O)C)O. Synergy scores: CSS=4.02, Synergy_ZIP=-2.10, Synergy_Bliss=-1.98, Synergy_Loewe=-17.7, Synergy_HSA=-5.24. (5) Drug 1: C1=NC(=NC(=O)N1C2C(C(C(O2)CO)O)O)N. Drug 2: C1=CN(C=N1)CC(O)(P(=O)(O)O)P(=O)(O)O. Cell line: M14. Synergy scores: CSS=22.8, Synergy_ZIP=-5.44, Synergy_Bliss=2.58, Synergy_Loewe=0.552, Synergy_HSA=1.40. (6) Drug 1: C1CN1C2=NC(=NC(=N2)N3CC3)N4CC4. Drug 2: C1CN(CCN1C(=O)CCBr)C(=O)CCBr. Cell line: NCIH23. Synergy scores: CSS=36.0, Synergy_ZIP=-6.73, Synergy_Bliss=0.836, Synergy_Loewe=-5.82, Synergy_HSA=1.12. (7) Drug 1: CN(C)C1=NC(=NC(=N1)N(C)C)N(C)C. Drug 2: CCC1(CC2CC(C3=C(CCN(C2)C1)C4=CC=CC=C4N3)(C5=C(C=C6C(=C5)C78CCN9C7C(C=CC9)(C(C(C8N6C=O)(C(=O)OC)O)OC(=O)C)CC)OC)C(=O)OC)O.OS(=O)(=O)O. Cell line: SR. Synergy scores: CSS=78.3, Synergy_ZIP=10.9, Synergy_Bliss=9.65, Synergy_Loewe=-43.8, Synergy_HSA=13.0.